Dataset: Reaction yield outcomes from USPTO patents with 853,638 reactions. Task: Predict the reaction yield, written as a fraction of the theoretical maximum amount of product (1.0 means a 100% yield; for example, 0.34 means a 34% yield). (1) The reactants are [Cl:1][C:2]1[CH:10]=[C:6]([C:7]([OH:9])=O)[C:5]([OH:11])=[CH:4][CH:3]=1.[NH2:12][C:13]1[S:14][CH:15]=[C:16]([C:18]2[CH:23]=[CH:22][C:21]([Cl:24])=[C:20]([Cl:25])[CH:19]=2)[N:17]=1. No catalyst specified. The product is [Cl:1][C:2]1[CH:3]=[CH:4][C:5]([OH:11])=[C:6]([CH:10]=1)[C:7]([NH:12][C:13]1[S:14][CH:15]=[C:16]([C:18]2[CH:23]=[CH:22][C:21]([Cl:24])=[C:20]([Cl:25])[CH:19]=2)[N:17]=1)=[O:9]. The yield is 0.151. (2) The reactants are [Br:1][C:2]1[CH:3]=[C:4]([N:9]2[C:13](=[O:14])[O:12][N:11]=[C:10]2[C:15]2[C:19]([NH:20][CH2:21][CH2:22][O:23]C)=[N:18][O:17][N:16]=2)[CH:5]=[CH:6][C:7]=1[F:8].B(Br)(Br)Br. The catalyst is ClCCl. The product is [Br:1][C:2]1[CH:3]=[C:4]([N:9]2[C:13](=[O:14])[O:12][N:11]=[C:10]2[C:15]2[C:19]([NH:20][CH2:21][CH2:22][OH:23])=[N:18][O:17][N:16]=2)[CH:5]=[CH:6][C:7]=1[F:8]. The yield is 0.990. (3) The reactants are [C:1]([O:4][CH2:5][C:6]1[C:7]([N:15]2[CH2:26][CH2:25][N:24]3[C:17](=[CH:18][C:19]4[CH2:20][C:21]([CH3:28])([CH3:27])[CH2:22][C:23]=43)[C:16]2=[O:29])=[N:8][CH:9]=[CH:10][C:11]=1B(O)O)(=[O:3])[CH3:2].Br[C:31]1[CH:32]=[C:33]([NH:39][C:40]2[CH:52]=[C:43]3[CH2:44][N:45]([CH2:48][CH2:49][O:50][CH3:51])[CH2:46][CH2:47][N:42]3[N:41]=2)[C:34](=[O:38])[N:35]([CH3:37])[CH:36]=1.[O-]P([O-])([O-])=O.[K+].[K+].[K+].C([O-])(=O)C.[Na+]. The catalyst is C1C=CC(P(C2C=CC=CC=2)[C-]2C=CC=C2)=CC=1.C1C=CC(P(C2C=CC=CC=2)[C-]2C=CC=C2)=CC=1.Cl[Pd]Cl.[Fe+2].O.C(#N)C. The product is [C:1]([O:4][CH2:5][C:6]1[C:7]([N:15]2[CH2:26][CH2:25][N:24]3[C:17](=[CH:18][C:19]4[CH2:20][C:21]([CH3:28])([CH3:27])[CH2:22][C:23]=43)[C:16]2=[O:29])=[N:8][CH:9]=[CH:10][C:11]=1[C:31]1[CH:32]=[C:33]([NH:39][C:40]2[CH:52]=[C:43]3[CH2:44][N:45]([CH2:48][CH2:49][O:50][CH3:51])[CH2:46][CH2:47][N:42]3[N:41]=2)[C:34](=[O:38])[N:35]([CH3:37])[CH:36]=1)(=[O:3])[CH3:2]. The yield is 0.500. (4) The reactants are [C:1]([C:3]1[CH:4]=[C:5](/[CH:9]=[CH:10]/[C:11]([O:13][CH3:14])=[O:12])[CH:6]=[CH:7][CH:8]=1)#[N:2]. The catalyst is CN(C=O)C.[Pt].C(Cl)Cl. The product is [C:1]([C:3]1[CH:4]=[C:5]([CH2:9][CH2:10][C:11]([O:13][CH3:14])=[O:12])[CH:6]=[CH:7][CH:8]=1)#[N:2]. The yield is 0.960. (5) The reactants are ClC([O:4][C:5](Cl)(Cl)Cl)=O.[CH2:9]([CH:27]([CH2:29][CH2:30][CH2:31][CH2:32][CH2:33][CH2:34][CH2:35][CH2:36]/[CH:37]=[CH:38]\[CH2:39]/[CH:40]=[CH:41]\[CH2:42][CH2:43][CH2:44][CH2:45][CH3:46])[OH:28])[CH2:10][CH2:11][CH2:12][CH2:13][CH2:14][CH2:15][CH2:16]/[CH:17]=[CH:18]\[CH2:19]/[CH:20]=[CH:21]\[CH2:22][CH2:23][CH2:24][CH2:25][CH3:26].N1C=CC=CC=1.[CH3:53][NH:54][CH2:55][CH2:56][CH2:57][OH:58]. The catalyst is CCOCC. The product is [OH:58][CH2:57][CH2:56][CH2:55][N:54]([CH3:53])[C:5](=[O:4])[O:28][CH:27]([CH2:29][CH2:30][CH2:31][CH2:32][CH2:33][CH2:34][CH2:35][CH2:36]/[CH:37]=[CH:38]\[CH2:39]/[CH:40]=[CH:41]\[CH2:42][CH2:43][CH2:44][CH2:45][CH3:46])[CH2:9][CH2:10][CH2:11][CH2:12][CH2:13][CH2:14][CH2:15][CH2:16]/[CH:17]=[CH:18]\[CH2:19]/[CH:20]=[CH:21]\[CH2:22][CH2:23][CH2:24][CH2:25][CH3:26]. The yield is 0.790. (6) The reactants are [Cl:1][C:2]1[N:7]=[CH:6][C:5]([OH:8])=[CH:4][CH:3]=1.C([O-])([O-])=O.[Na+].[Na+].[I:15]I.[O-]S([O-])(=S)=O.[Na+].[Na+]. The catalyst is O. The product is [Cl:1][C:2]1[N:7]=[C:6]([I:15])[C:5]([OH:8])=[CH:4][CH:3]=1. The yield is 0.709. (7) The reactants are [CH3:1][N:2]1[C:10]2[C@@:9]3([CH3:14])[C:11]([CH3:13])([CH3:12])[C@H:6]([CH2:7][CH2:8]3)[C:5]=2[C:4](=[O:15])[NH:3]1.[I:16][C:17]1[CH:24]=[CH:23][C:20]([CH2:21]Br)=[CH:19][CH:18]=1. The catalyst is CN(C)C=O. The product is [I:16][C:17]1[CH:24]=[CH:23][C:20]([CH2:21][N:3]2[C:4](=[O:15])[C:5]3[C@H:6]4[C:11]([CH3:12])([CH3:13])[C@:9]([CH3:14])([CH2:8][CH2:7]4)[C:10]=3[N:2]2[CH3:1])=[CH:19][CH:18]=1. The yield is 0.680.